From a dataset of Full USPTO retrosynthesis dataset with 1.9M reactions from patents (1976-2016). Predict the reactants needed to synthesize the given product. (1) The reactants are: [F:1][C:2]1[C:3]([C:17]2[S:21][C:20]3[C:22](B4OC(C)(C)C(C)(C)O4)=[CH:23][CH:24]=[CH:25][C:19]=3[CH:18]=2)=[N:4][C:5]([NH:8][CH2:9][CH2:10][N:11]2[CH2:15][CH2:14][NH:13][C:12]2=[O:16])=[N:6][CH:7]=1.[F:35][C:36]1[CH:41]=[C:40](I)[C:39]([CH2:43][F:44])=[CH:38][N:37]=1.P([O-])([O-])([O-])=O.[K+].[K+].[K+]. Given the product [F:1][C:2]1[C:3]([C:17]2[S:21][C:20]3[C:22]([C:40]4[C:39]([CH2:43][F:44])=[CH:38][N:37]=[C:36]([F:35])[CH:41]=4)=[CH:23][CH:24]=[CH:25][C:19]=3[CH:18]=2)=[N:4][C:5]([NH:8][CH2:9][CH2:10][N:11]2[CH2:15][CH2:14][NH:13][C:12]2=[O:16])=[N:6][CH:7]=1, predict the reactants needed to synthesize it. (2) The reactants are: C[O:2][C:3](=[O:51])[CH2:4][C@H:5]([OH:50])[CH2:6][C@H:7]([OH:49])[CH:8]=[CH:9][C:10]1[N:11]([CH:46]([CH3:48])[CH3:47])[C:12]([C:29](=[O:45])[NH:30][C:31]2[CH:36]=[CH:35][CH:34]=[C:33]([O:37][CH2:38][C:39]3[CH:44]=[CH:43][CH:42]=[CH:41][CH:40]=3)[CH:32]=2)=[C:13]([C:22]2[CH:27]=[CH:26][C:25]([F:28])=[CH:24][CH:23]=2)[C:14]=1[C:15]1[CH:20]=[CH:19][C:18]([F:21])=[CH:17][CH:16]=1.C(O)C.O.[OH-].[Na+:57]. Given the product [Na+:57].[CH2:38]([O:37][C:33]1[CH:32]=[C:31]([NH:30][C:29]([C:12]2[N:11]([CH:46]([CH3:48])[CH3:47])[C:10]([CH:9]=[CH:8][C@@H:7]([OH:49])[CH2:6][C@@H:5]([OH:50])[CH2:4][C:3]([O-:51])=[O:2])=[C:14]([C:15]3[CH:20]=[CH:19][C:18]([F:21])=[CH:17][CH:16]=3)[C:13]=2[C:22]2[CH:23]=[CH:24][C:25]([F:28])=[CH:26][CH:27]=2)=[O:45])[CH:36]=[CH:35][CH:34]=1)[C:39]1[CH:40]=[CH:41][CH:42]=[CH:43][CH:44]=1, predict the reactants needed to synthesize it. (3) Given the product [CH:40]([C:9]1[CH:10]=[C:11]2[C:16](=[CH:17][CH:18]=1)[N:15]=[CH:14][N:13]([C:19]1[CH:20]=[C:21]([CH:26]=[CH:27][C:28]=1[CH3:29])[C:22]([O:24][CH3:25])=[O:23])[C:12]2=[O:30])=[O:41], predict the reactants needed to synthesize it. The reactants are: C(OC(=O)/C=C/[C:9]1[CH:10]=[C:11]2[C:16](=[CH:17][CH:18]=1)[N:15]=[CH:14][N:13]([C:19]1[CH:20]=[C:21]([CH:26]=[CH:27][C:28]=1[CH3:29])[C:22]([O:24][CH3:25])=[O:23])[C:12]2=[O:30])(C)(C)C.I([O-])(=O)(=O)=O.[Na+].C1C[O:41][CH2:40]C1. (4) Given the product [Cl:1][C:2]1[CH:35]=[CH:34][C:5]([CH2:6][NH:7][C:8]([C:10]2[C:19](=[O:20])[C:18]3[C:13]4[N:12]([CH:11]=2)[CH2:29][C:30](=[O:31])[N:32]([CH3:33])[C:14]=4[CH:15]=[C:16]([CH2:21][N:22]2[CH2:23][CH2:24][O:25][CH2:26][CH2:27]2)[CH:17]=3)=[O:9])=[CH:4][CH:3]=1, predict the reactants needed to synthesize it. The reactants are: [Cl:1][C:2]1[CH:35]=[CH:34][C:5]([CH2:6][NH:7][C:8]([C:10]2[C:19](=[O:20])[C:18]3[C:13](=[C:14](F)[CH:15]=[C:16]([CH2:21][N:22]4[CH2:27][CH2:26][O:25][CH2:24][CH2:23]4)[CH:17]=3)[N:12]([CH2:29][C:30]([NH:32][CH3:33])=[O:31])[CH:11]=2)=[O:9])=[CH:4][CH:3]=1.CC(C)([O-])C.[K+]. (5) Given the product [F:16][C:17]1[CH:39]=[CH:38][CH:37]=[C:36]([F:40])[C:18]=1[C:19]([N:21]1[CH2:9][N:8]([CH3:13])[CH2:7][N:24]([C:25]2[CH:30]=[CH:29][C:28]([S:31][CH:32]([F:33])[F:34])=[CH:27][C:26]=2[F:35])[C:22]1=[O:23])=[O:20], predict the reactants needed to synthesize it. The reactants are: P(Cl)(Cl)(Cl)(Cl)Cl.[CH3:7][N:8]1[CH2:13]N(C)CN(C)[CH2:9]1.[F:16][C:17]1[CH:39]=[CH:38][CH:37]=[C:36]([F:40])[C:18]=1[C:19]([NH:21][C:22]([NH:24][C:25]1[CH:30]=[CH:29][C:28]([S:31][CH:32]([F:34])[F:33])=[CH:27][C:26]=1[F:35])=[O:23])=[O:20].C(N(CC)CC)C.[OH-].[Na+]. (6) Given the product [F:17][C:11]([F:18])([C:2]1[CH:3]=[CH:4][C:5]([CH2:8][OH:9])=[CH:6][N:7]=1)[C:12]([O:14][CH2:15][CH3:16])=[O:13], predict the reactants needed to synthesize it. The reactants are: Br[C:2]1[N:7]=[CH:6][C:5]([CH2:8][OH:9])=[CH:4][CH:3]=1.Br[C:11]([F:18])([F:17])[C:12]([O:14][CH2:15][CH3:16])=[O:13].O. (7) Given the product [Cl:8][C:6]1[N:5]=[CH:4][N:3]=[C:2]([NH:26][C:25]2[CH:27]=[CH:28][C:22]([S:19]([CH3:18])(=[O:20])=[O:21])=[C:23]([O:29][CH3:30])[CH:24]=2)[N:7]=1, predict the reactants needed to synthesize it. The reactants are: Cl[C:2]1[N:7]=[C:6]([Cl:8])[N:5]=[CH:4][N:3]=1.C(N(CC)C(C)C)(C)C.[CH3:18][S:19]([C:22]1[CH:28]=[CH:27][C:25]([NH2:26])=[CH:24][C:23]=1[O:29][CH3:30])(=[O:21])=[O:20].